This data is from Peptide-MHC class II binding affinity with 134,281 pairs from IEDB. The task is: Regression. Given a peptide amino acid sequence and an MHC pseudo amino acid sequence, predict their binding affinity value. This is MHC class II binding data. (1) The MHC is DRB1_0802 with pseudo-sequence DRB1_0802. The peptide sequence is SQDRELSWNLNGLQAY. The binding affinity (normalized) is 0.214. (2) The peptide sequence is GPVTILNWSFVRNDQ. The MHC is DRB1_0901 with pseudo-sequence DRB1_0901. The binding affinity (normalized) is 0.361.